This data is from Full USPTO retrosynthesis dataset with 1.9M reactions from patents (1976-2016). The task is: Predict the reactants needed to synthesize the given product. (1) Given the product [CH3:1][C:2]([CH3:32])([CH2:6][O:7][C:8]1[CH:13]=[CH:12][C:11]([C:14]2[CH:19]=[CH:18][C:17]([C:20]3[NH:21][C:22]([C:25]([CH3:31])([CH3:30])[C:26]([F:29])([F:27])[F:28])=[CH:23][N:24]=3)=[CH:16][N:15]=2)=[CH:10][CH:9]=1)[C:3]([O-:5])=[O:4].[Na+:34], predict the reactants needed to synthesize it. The reactants are: [CH3:1][C:2]([CH3:32])([CH2:6][O:7][C:8]1[CH:13]=[CH:12][C:11]([C:14]2[CH:19]=[CH:18][C:17]([C:20]3[NH:21][C:22]([C:25]([CH3:31])([CH3:30])[C:26]([F:29])([F:28])[F:27])=[CH:23][N:24]=3)=[CH:16][N:15]=2)=[CH:10][CH:9]=1)[C:3]([OH:5])=[O:4].[OH-].[Na+:34].CO. (2) Given the product [CH:34]1[C:35]2[C:40](=[CH:39][CH:38]=[CH:37][CH:36]=2)[CH:41]=[CH:42][C:33]=1[C:31]([NH:30][C:27]1[N:28]=[CH:29][C:24]([CH2:23][N:1]2[C:9]3[C:4](=[CH:5][CH:6]=[CH:7][CH:8]=3)[C:3]([CH2:10][C:11]([O:13][CH2:14][CH3:15])=[O:12])=[N:2]2)=[CH:25][CH:26]=1)=[O:32], predict the reactants needed to synthesize it. The reactants are: [NH:1]1[C:9]2[C:4](=[CH:5][CH:6]=[CH:7][CH:8]=2)[C:3]([CH2:10][C:11]([O:13][CH2:14][CH3:15])=[O:12])=[N:2]1.C(=O)([O-])[O-].[Cs+].[Cs+].Br[CH2:23][C:24]1[CH:25]=[CH:26][C:27]([NH:30][C:31]([C:33]2[CH:42]=[CH:41][C:40]3[C:35](=[CH:36][CH:37]=[CH:38][CH:39]=3)[CH:34]=2)=[O:32])=[N:28][CH:29]=1. (3) Given the product [F:1][C:2]1[CH:7]=[C:6]([CH:5]=[CH:4][C:3]=1[N:14]1[CH2:15][CH2:16][NH:17][CH2:18][CH2:19]1)[C:8]([NH:9][CH:10]([CH3:12])[CH3:11])=[O:13], predict the reactants needed to synthesize it. The reactants are: [F:1][C:2]1[CH:7]=[C:6]([C:8](=[O:13])[NH:9][CH:10]([CH3:12])[CH3:11])[CH:5]=[CH:4][C:3]=1[N:14]1[CH2:19][CH2:18][N:17](C(OC(C)(C)C)=O)[CH2:16][CH2:15]1. (4) Given the product [CH3:1][C@H:2]1[C:10]2[C:6](=[CH:7][NH:8][N:9]=2)[C@@H:5]([C:11]2[CH:12]=[CH:13][C:14]([C:15]#[N:16])=[CH:17][CH:18]=2)[CH2:4][CH2:3]1, predict the reactants needed to synthesize it. The reactants are: [CH3:1][CH:2]1[C:10]2[C:6](=[CH:7][NH:8][N:9]=2)[CH:5]([C:11]2[CH:18]=[CH:17][C:14]([C:15]#[N:16])=[CH:13][CH:12]=2)[CH2:4][CH2:3]1.C[C@@H]1C2C(=CNN=2)[C@@H](C2C=CC(C#N)=CC=2)CC1. (5) The reactants are: [CH3:1][O:2][C:3]1[CH:8]=[CH:7][C:6]([C:9]2[CH:14]=[CH:13][C:12]([C:15]([NH:17][C@H:18]([C:27]([O:29][CH3:30])=[O:28])[CH2:19][C:20]([O:22][C:23]([CH3:26])([CH3:25])[CH3:24])=[O:21])=[O:16])=[C:11]([N+:31]([O-])=O)[CH:10]=2)=[CH:5][CH:4]=1.C(OCC)(=O)C. Given the product [NH2:31][C:11]1[CH:10]=[C:9]([C:6]2[CH:5]=[CH:4][C:3]([O:2][CH3:1])=[CH:8][CH:7]=2)[CH:14]=[CH:13][C:12]=1[C:15]([NH:17][C@H:18]([C:27]([O:29][CH3:30])=[O:28])[CH2:19][C:20]([O:22][C:23]([CH3:24])([CH3:26])[CH3:25])=[O:21])=[O:16], predict the reactants needed to synthesize it. (6) Given the product [CH:11]([C:1]1[C:9]2[C:4](=[CH:5][CH:6]=[CH:7][CH:8]=2)[CH2:3][CH:2]=1)=[CH:12][CH2:13][CH2:14][CH3:15], predict the reactants needed to synthesize it. The reactants are: [CH2:1]1[C:9]2[C:4](=[CH:5][CH:6]=[CH:7][CH:8]=2)[CH:3]=[CH:2]1.Br[CH2:11][CH2:12][CH2:13][CH:14]=[CH2:15]. (7) Given the product [Cl:21][C:22]1[CH:28]=[CH:27][CH:26]=[C:25]([Cl:29])[C:23]=1[NH:24][C:14]([C:12]1[S:13][C:9]([S:8][C:7]2[C:2]([Cl:1])=[CH:3][N:4]=[CH:5][C:6]=2[Cl:20])=[C:10]([N+:17]([O-:19])=[O:18])[CH:11]=1)=[O:15], predict the reactants needed to synthesize it. The reactants are: [Cl:1][C:2]1[CH:3]=[N:4][CH:5]=[C:6]([Cl:20])[C:7]=1[S:8][C:9]1[S:13][C:12]([C:14](Cl)=[O:15])=[CH:11][C:10]=1[N+:17]([O-:19])=[O:18].[Cl:21][C:22]1[CH:28]=[CH:27][CH:26]=[C:25]([Cl:29])[C:23]=1[NH2:24]. (8) Given the product [C:9]([N:13]1[C:17](=[O:18])[C:16]([NH:19][CH:20]2[CH2:25][CH2:24][N:23]([CH2:2][C:3]3[CH:7]=[C:6]([CH3:8])[O:5][N:4]=3)[CH2:22][CH2:21]2)=[C:15]([C:26]2[CH:27]=[CH:28][CH:29]=[CH:30][CH:31]=2)[S:14]1(=[O:33])=[O:32])([CH3:12])([CH3:10])[CH3:11], predict the reactants needed to synthesize it. The reactants are: Br[CH2:2][C:3]1[CH:7]=[C:6]([CH3:8])[O:5][N:4]=1.[C:9]([N:13]1[C:17](=[O:18])[C:16]([NH:19][CH:20]2[CH2:25][CH2:24][NH:23][CH2:22][CH2:21]2)=[C:15]([C:26]2[CH:31]=[CH:30][CH:29]=[CH:28][CH:27]=2)[S:14]1(=[O:33])=[O:32])([CH3:12])([CH3:11])[CH3:10].